This data is from Full USPTO retrosynthesis dataset with 1.9M reactions from patents (1976-2016). The task is: Predict the reactants needed to synthesize the given product. (1) Given the product [C:1]([C:5]1[CH:15]=[CH:14][C:8]([CH2:9][CH2:10][C:11]([OH:13])=[O:12])=[CH:7][CH:6]=1)([CH3:4])([CH3:2])[CH3:3], predict the reactants needed to synthesize it. The reactants are: [C:1]([C:5]1[CH:15]=[CH:14][C:8]([CH:9]=[CH:10][C:11]([OH:13])=[O:12])=[CH:7][CH:6]=1)([CH3:4])([CH3:3])[CH3:2].C(OCC)(=O)C.[H][H]. (2) Given the product [O:32]1[CH:33]=[CH:34][C:30]([NH:29][C:6](=[O:8])[C:5]2[CH:9]=[CH:10][C:2]([CH3:1])=[C:3]([N:11]3[C:20](=[O:21])[C:19]4[C:14](=[CH:15][CH:16]=[C:17]([CH2:22][N:23]5[CH2:24][CH2:25][O:26][CH2:27][CH2:28]5)[CH:18]=4)[N:13]=[CH:12]3)[CH:4]=2)=[N:31]1, predict the reactants needed to synthesize it. The reactants are: [CH3:1][C:2]1[CH:10]=[CH:9][C:5]([C:6]([OH:8])=O)=[CH:4][C:3]=1[N:11]1[C:20](=[O:21])[C:19]2[C:14](=[CH:15][CH:16]=[C:17]([CH2:22][N:23]3[CH2:28][CH2:27][O:26][CH2:25][CH2:24]3)[CH:18]=2)[N:13]=[CH:12]1.[NH2:29][C:30]1[CH:34]=[CH:33][O:32][N:31]=1. (3) Given the product [C:17]([O:21][C:22](=[O:33])[NH:23][C@H:24]1[CH2:25][CH2:26][C@H:27]([CH2:30][CH2:31][N:14]2[CH2:13][CH2:12][CH:11]([C:9](=[O:10])[C:3]3[CH:4]=[C:5]([Cl:8])[CH:6]=[CH:7][C:2]=3[Cl:1])[CH2:16][CH2:15]2)[CH2:28][CH2:29]1)([CH3:20])([CH3:19])[CH3:18], predict the reactants needed to synthesize it. The reactants are: [Cl:1][C:2]1[CH:7]=[CH:6][C:5]([Cl:8])=[CH:4][C:3]=1[C:9]([CH:11]1[CH2:16][CH2:15][NH:14][CH2:13][CH2:12]1)=[O:10].[C:17]([O:21][C:22](=[O:33])[NH:23][C@H:24]1[CH2:29][CH2:28][C@H:27]([CH2:30][CH:31]=O)[CH2:26][CH2:25]1)([CH3:20])([CH3:19])[CH3:18]. (4) Given the product [CH:25]1([CH2:31][NH:1][C@H:2]2[C@@H:6]([CH3:7])[O:5][C@@H:4]([N:8]3[CH:16]=[N:15][C:14]4[C:9]3=[N:10][C:11]([O:18][CH:19]3[CH2:23][CH2:22][CH2:21][CH2:20]3)=[N:12][C:13]=4[NH2:17])[C@@H:3]2[OH:24])[CH2:30][CH2:29][CH2:28][CH2:27][CH2:26]1, predict the reactants needed to synthesize it. The reactants are: [NH2:1][C@H:2]1[C@@H:6]([CH3:7])[O:5][C@@H:4]([N:8]2[CH:16]=[N:15][C:14]3[C:9]2=[N:10][C:11]([O:18][CH:19]2[CH2:23][CH2:22][CH2:21][CH2:20]2)=[N:12][C:13]=3[NH2:17])[C@@H:3]1[OH:24].[CH:25]1([CH:31]=O)[CH2:30][CH2:29][CH2:28][CH2:27][CH2:26]1.C(O)(=O)C.C(O[BH-](OC(=O)C)OC(=O)C)(=O)C.[Na+]. (5) Given the product [CH3:30][O:31][C:32]([N:8]1[CH2:9][CH2:10][CH:11]([N:14]2[C:18]3=[N:19][C:20]([Cl:29])=[N:21][C:22]([N:23]4[CH2:24][CH2:25][O:26][CH2:27][CH2:28]4)=[C:17]3[CH:16]=[N:15]2)[CH2:12][CH2:13]1)=[O:33], predict the reactants needed to synthesize it. The reactants are: C([N:8]1[CH2:13][CH2:12][CH:11]([N:14]2[C:18]3=[N:19][C:20]([Cl:29])=[N:21][C:22]([N:23]4[CH2:28][CH2:27][O:26][CH2:25][CH2:24]4)=[C:17]3[CH:16]=[N:15]2)[CH2:10][CH2:9]1)C1C=CC=CC=1.[CH3:30][O:31][C:32](Cl)=[O:33]. (6) Given the product [CH3:47][O:48][C:49](=[O:60])[C:50]1[CH:55]=[CH:54][C:53]([CH2:56][C:57]([NH:21][NH:20][C:18](=[O:19])[C:17]2[CH:22]=[CH:23][CH:24]=[C:15]([C:13]3[O:14][C:10]([C:7]4[CH:6]=[CH:5][C:4]([O:3][CH3:2])=[CH:9][CH:8]=4)=[CH:11][N:12]=3)[CH:16]=2)=[O:58])=[CH:52][CH:51]=1, predict the reactants needed to synthesize it. The reactants are: Cl.[CH3:2][O:3][C:4]1[CH:9]=[CH:8][C:7]([C:10]2[O:14][C:13]([C:15]3[CH:16]=[C:17]([CH:22]=[CH:23][CH:24]=3)[C:18]([NH:20][NH2:21])=[O:19])=[N:12][CH:11]=2)=[CH:6][CH:5]=1.CCN=C=NCCCN(C)C.Cl.C1C=CC2N(O)N=NC=2C=1.[CH3:47][O:48][C:49](=[O:60])[C:50]1[CH:55]=[CH:54][C:53]([CH2:56][C:57](O)=[O:58])=[CH:52][CH:51]=1.C(N(C(C)C)CC)(C)C. (7) Given the product [C:1]([C:4]1[CH:9]=[CH:8][C:7]([N:10]2[C:11]3=[N:12][C:13]4[C:14](=[C:20]([C:25]([O:27][CH3:28])=[O:26])[CH:21]=[CH:22][C:23]=4[Cl:24])[N:15]3[CH2:16][CH2:17][CH2:18]2)=[C:6]([CH3:29])[CH:5]=1)(=[O:3])[NH2:2], predict the reactants needed to synthesize it. The reactants are: [C:1]([C:4]1[CH:9]=[CH:8][C:7]([NH:10][C:11]2[N:15]([CH2:16][CH2:17][CH2:18]O)[C:14]3[C:20]([C:25]([O:27][CH3:28])=[O:26])=[CH:21][CH:22]=[C:23]([Cl:24])[C:13]=3[N:12]=2)=[C:6]([CH3:29])[CH:5]=1)(=[O:3])[NH2:2]. (8) Given the product [NH2:1][C@H:4]([CH3:30])[CH2:5][CH2:6][CH2:7][CH2:8][N:9]1[C:18](=[O:19])[C:17]2[NH:16][C:15]([CH2:20][NH:21][C:22]([O:24][C:25]([CH3:27])([CH3:26])[CH3:28])=[O:23])=[N:14][C:13]=2[N:12]([CH3:29])[C:10]1=[O:11], predict the reactants needed to synthesize it. The reactants are: [N:1]([C@H:4]([CH3:30])[CH2:5][CH2:6][CH2:7][CH2:8][N:9]1[C:18](=[O:19])[C:17]2[NH:16][C:15]([CH2:20][NH:21][C:22]([O:24][C:25]([CH3:28])([CH3:27])[CH3:26])=[O:23])=[N:14][C:13]=2[N:12]([CH3:29])[C:10]1=[O:11])=[N+]=[N-].[H][H]. (9) Given the product [CH2:11]([N:12]([CH2:29][C:30]1[CH:31]=[CH:32][C:23]([CH2:14][CH2:13][N:42]2[CH2:46][CH2:45][CH2:44][CH2:43]2)=[CH:24][CH:25]=1)[C:13]1[CH:18]=[C:17]([O:19][CH3:20])[C:16]([O:21][CH3:22])=[CH:15][C:14]=1[C@@H:23]1[CH2:32][CH2:31][C:30]2[CH:29]=[C:28]([OH:33])[CH:27]=[CH:26][C:25]=2[CH2:24]1)[CH3:10], predict the reactants needed to synthesize it. The reactants are: C(CC1C=CC(C[CH2:10][CH2:11][NH:12][C:13]2[CH:18]=[C:17]([O:19][CH3:20])[C:16]([O:21][CH3:22])=[CH:15][C:14]=2[C@@H:23]2[CH2:32][CH2:31][C:30]3[CH:29]=[C:28]([O:33]C(=O)C(C)(C)C)[CH:27]=[CH:26][C:25]=3[CH2:24]2)=CC=1)(O)=O.[NH:42]1[CH2:46][CH2:45][CH2:44][CH2:43]1.